From a dataset of Full USPTO retrosynthesis dataset with 1.9M reactions from patents (1976-2016). Predict the reactants needed to synthesize the given product. (1) Given the product [O:6]=[C:2]([CH3:1])[CH2:7][CH2:8][CH2:9][CH2:10][N:11]1[CH:15]=[CH:14][C:13]([NH:16][C:28]([C:24]2[N:25]=[CH:26][O:27][C:23]=2[C:17]2[CH:18]=[CH:19][CH:20]=[CH:21][CH:22]=2)=[O:29])=[N:12]1, predict the reactants needed to synthesize it. The reactants are: [CH3:1][C:2]1([CH2:7][CH2:8][CH2:9][CH2:10][N:11]2[CH:15]=[CH:14][C:13]([NH2:16])=[N:12]2)[O:6]CCO1.[C:17]1([C:23]2[O:27][CH:26]=[N:25][C:24]=2[C:28](O)=[O:29])[CH:22]=[CH:21][CH:20]=[CH:19][CH:18]=1. (2) Given the product [CH:1]([C:24]1[CH:25]=[CH:26][C:27]([O:30][C:31](=[O:40])[N:32]([CH3:39])[C:33]2[CH:38]=[CH:37][CH:36]=[CH:35][CH:34]=2)=[CH:28][CH:29]=1)=[CH:2][C:3]1[CH:8]=[CH:7][CH:6]=[CH:5][CH:4]=1, predict the reactants needed to synthesize it. The reactants are: [CH2:1]=[CH:2][C:3]1[CH:8]=[CH:7][CH:6]=[CH:5][CH:4]=1.CN(C1CCCCC1)C1CCCCC1.I[C:24]1[CH:29]=[CH:28][C:27]([O:30][C:31](=[O:40])[N:32]([CH3:39])[C:33]2[CH:38]=[CH:37][CH:36]=[CH:35][CH:34]=2)=[CH:26][CH:25]=1. (3) Given the product [F:1][C:2]1[CH:11]=[C:10]2[C:5]([CH:6]=[CH:7][CH:8]=[N:9]2)=[CH:4][C:3]=1[CH:12]([OH:25])[C:13]1[N:17]2[N:18]=[C:19](/[C:22](=[N:27]/[NH:28][C:29]([NH2:31])=[O:30])/[CH3:23])[CH:20]=[CH:21][C:16]2=[N:15][CH:14]=1, predict the reactants needed to synthesize it. The reactants are: [F:1][C:2]1[CH:11]=[C:10]2[C:5]([CH:6]=[CH:7][CH:8]=[N:9]2)=[CH:4][C:3]=1[CH:12]([OH:25])[C:13]1[N:17]2[N:18]=[C:19]([C:22](=O)[CH3:23])[CH:20]=[CH:21][C:16]2=[N:15][CH:14]=1.Cl.[NH2:27][NH:28][C:29]([NH2:31])=[O:30].C(N(CC)CC)C.